This data is from Full USPTO retrosynthesis dataset with 1.9M reactions from patents (1976-2016). The task is: Predict the reactants needed to synthesize the given product. (1) Given the product [Cl:1][C:2]1[C:3]([CH3:12])=[CH:4][C:5]2[O:9][C:8]([N:17]3[CH2:18][CH2:19][CH2:20][N:14]([CH3:13])[CH2:15][CH2:16]3)=[N:7][C:6]=2[CH:11]=1, predict the reactants needed to synthesize it. The reactants are: [Cl:1][C:2]1[C:3]([CH3:12])=[CH:4][C:5]2[O:9][C:8](S)=[N:7][C:6]=2[CH:11]=1.[CH3:13][N:14]1[CH2:20][CH2:19][CH2:18][NH:17][CH2:16][CH2:15]1. (2) Given the product [CH2:37]([NH:39][C:40]([NH:41][C:42]1[CH:47]=[CH:46][C:45]([C:24]2[CH:29]=[CH:28][N:27]=[C:26]([N:30]3[CH2:35][CH2:34][O:33][CH2:32][C@@H:31]3[CH3:36])[N:25]=2)=[CH:44][CH:43]=1)=[O:57])[CH3:38], predict the reactants needed to synthesize it. The reactants are: FC1C=C(C2N=C(SC)N=C(N3CCOC[C@@H]3C)C=2)C=NC=1.Cl[C:24]1[CH:29]=[CH:28][N:27]=[C:26]([N:30]2[CH2:35][CH2:34][O:33][CH2:32][C@@H:31]2[CH3:36])[N:25]=1.[CH2:37]([NH:39][C:40](=[O:57])[NH:41][C:42]1[CH:47]=[CH:46][C:45](B2OC(C)(C)C(C)(C)O2)=[CH:44][CH:43]=1)[CH3:38]. (3) The reactants are: [Cl:1][C:2]1[CH:45]=[CH:44][C:5]([CH2:6][N:7]2[C:15]3[C:14](=[O:16])[N:13]([CH2:17][CH2:18][O:19]C4CCCCO4)[C:12](=[O:26])[N:11]([CH3:27])[C:10]=3[N:9]=[C:8]2[O:28][CH2:29][CH2:30][CH2:31][O:32][C:33]2[CH:38]=[CH:37][CH:36]=[C:35]([O:39][C:40]([F:43])([F:42])[F:41])[CH:34]=2)=[CH:4][CH:3]=1.C(Cl)(=O)C. Given the product [Cl:1][C:2]1[CH:3]=[CH:4][C:5]([CH2:6][N:7]2[C:15]3[C:14](=[O:16])[N:13]([CH2:17][CH2:18][OH:19])[C:12](=[O:26])[N:11]([CH3:27])[C:10]=3[N:9]=[C:8]2[O:28][CH2:29][CH2:30][CH2:31][O:32][C:33]2[CH:38]=[CH:37][CH:36]=[C:35]([O:39][C:40]([F:43])([F:41])[F:42])[CH:34]=2)=[CH:44][CH:45]=1, predict the reactants needed to synthesize it. (4) Given the product [ClH:43].[CH3:35][C@H:5]1[C@H:6]([CH3:34])[C@@H:7]([NH:27][C:28]2[N:33]=[CH:32][CH:31]=[CH:30][N:29]=2)[C:8]2[C:13](=[CH:12][CH:11]=[C:10]([N:14]3[CH2:15][CH2:16][NH:17][CH2:18][CH2:19]3)[CH:9]=2)[N:4]1[C:1](=[O:3])[CH3:2], predict the reactants needed to synthesize it. The reactants are: [C:1]([N:4]1[C:13]2[C:8](=[CH:9][C:10]([N:14]3[CH2:19][CH2:18][N:17](C(OC(C)(C)C)=O)[CH2:16][CH2:15]3)=[CH:11][CH:12]=2)[C@H:7]([NH:27][C:28]2[N:33]=[CH:32][CH:31]=[CH:30][N:29]=2)[C@@H:6]([CH3:34])[C@@H:5]1[CH3:35])(=[O:3])[CH3:2].C(O)(C(F)(F)F)=O.[Cl:43]CCl. (5) Given the product [OH:23][C:19]1[CH:18]=[C:17]([CH2:16][C@H:15]([O:24][CH:25]([CH3:26])[CH3:27])[C:14]([OH:28])=[O:29])[CH:22]=[CH:21][CH:20]=1, predict the reactants needed to synthesize it. The reactants are: C([C@H]1COC(=O)N1[C:14](=[O:28])[C@@H:15]([O:24][CH:25]([CH3:27])[CH3:26])[CH2:16][C:17]1[CH:22]=[CH:21][CH:20]=[C:19]([OH:23])[CH:18]=1)C1C=CC=CC=1.[OH:29]O.[OH-].[Li+].O. (6) Given the product [C:1]([O:7][C:8]1[CH:13]=[CH:12][CH:11]=[C:10]([NH2:14])[CH:9]=1)(=[O:6])[C:2]([CH3:5])([CH3:4])[CH3:3], predict the reactants needed to synthesize it. The reactants are: [C:1]([O:7][C:8]1[CH:13]=[CH:12][CH:11]=[C:10]([N+:14]([O-])=O)[CH:9]=1)(=[O:6])[C:2]([CH3:5])([CH3:4])[CH3:3]. (7) Given the product [F:28][CH2:2][C@H:3]([N:11]1[C:19](=[O:20])[C:18]2[C:13](=[CH:14][CH:15]=[CH:16][CH:17]=2)[C:12]1=[O:21])[CH2:4][C:5]1[CH:10]=[CH:9][CH:8]=[CH:7][CH:6]=1, predict the reactants needed to synthesize it. The reactants are: O[CH2:2][C@H:3]([N:11]1[C:19](=[O:20])[C:18]2[C:13](=[CH:14][CH:15]=[CH:16][CH:17]=2)[C:12]1=[O:21])[CH2:4][C:5]1[CH:10]=[CH:9][CH:8]=[CH:7][CH:6]=1.CCN(S(F)(F)[F:28])CC.C(=O)(O)[O-].[Na+].